From a dataset of Forward reaction prediction with 1.9M reactions from USPTO patents (1976-2016). Predict the product of the given reaction. Given the reactants [CH3:1][N:2]([CH3:28])[CH2:3][CH2:4][CH:5]([NH:15][C:16]([NH:18][C:19]1[CH:20]=[C:21]2[C:25](=[CH:26][CH:27]=1)[CH2:24][CH2:23][CH2:22]2)=[O:17])[C:6]1[CH:14]=[CH:13][C:9]([C:10](O)=[O:11])=[CH:8][CH:7]=1.Cl.Cl.[NH2:31][C:32]1[C:36]([NH2:37])=[CH:35][S:34][CH:33]=1.C(N(CC)C(C)C)(C)C.CN(C(ON1N=NC2C=CC=NC1=2)=[N+](C)C)C.F[P-](F)(F)(F)(F)F, predict the reaction product. The product is: [NH2:37][C:36]1[C:32]([NH:31][C:10](=[O:11])[C:9]2[CH:8]=[CH:7][C:6]([CH:5]([NH:15][C:16]([NH:18][C:19]3[CH:20]=[C:21]4[C:25](=[CH:26][CH:27]=3)[CH2:24][CH2:23][CH2:22]4)=[O:17])[CH2:4][CH2:3][N:2]([CH3:28])[CH3:1])=[CH:14][CH:13]=2)=[CH:33][S:34][CH:35]=1.